From a dataset of Catalyst prediction with 721,799 reactions and 888 catalyst types from USPTO. Predict which catalyst facilitates the given reaction. (1) Reactant: [Cl:1][C:2]1[CH:14]=[C:13]([Cl:15])[CH:12]=[CH:11][C:3]=1[CH2:4][NH:5][C@H:6]1[CH2:10][CH2:9][NH:8][CH2:7]1.C(N(C(C)C)CC)(C)C.[Br:25][C:26]1[CH:27]=[N:28][C:29](Cl)=[N:30][CH:31]=1.O. Product: [Br:25][C:26]1[CH:27]=[N:28][C:29]([N:8]2[CH2:9][CH2:10][C@H:6]([NH:5][CH2:4][C:3]3[CH:11]=[CH:12][C:13]([Cl:15])=[CH:14][C:2]=3[Cl:1])[CH2:7]2)=[N:30][CH:31]=1. The catalyst class is: 10. (2) Reactant: [Cl:1][C:2]1[CH:11]=[C:10]([CH3:12])[C:9]2[CH:8]=[C:7]3[O:13][C:14]([CH3:18])([CH3:17])[CH:15]=[CH:16][C:6]3=[CH:5][C:4]=2[N:3]=1.CN1C=CN=C1.Cl[O-].[Na+].S([O-])([O-])(=[O:30])=S.[Na+].[Na+]. Product: [Cl:1][C:2]1[CH:11]=[C:10]([CH3:12])[C:9]2[CH:8]=[C:7]3[O:13][C:14]([CH3:18])([CH3:17])[C@H:15]4[O:30][C@H:16]4[C:6]3=[CH:5][C:4]=2[N:3]=1. The catalyst class is: 13.